From a dataset of HIV replication inhibition screening data with 41,000+ compounds from the AIDS Antiviral Screen. Binary Classification. Given a drug SMILES string, predict its activity (active/inactive) in a high-throughput screening assay against a specified biological target. (1) The compound is CCCCCCc1nn2c(-c3ccc(C)cc3)nnc2s1. The result is 0 (inactive). (2) The compound is CS(=O)(=O)NNS(=O)(=O)c1ccccc1. The result is 0 (inactive).